From a dataset of Reaction yield outcomes from USPTO patents with 853,638 reactions. Predict the reaction yield, written as a fraction of the theoretical maximum amount of product (1.0 means a 100% yield; for example, 0.34 means a 34% yield). The reactants are [CH3:1][CH:2]1[C:7](=[CH2:8])[C:6](=[O:9])[CH:5]=[C:4]([C:10]2[CH:15]=[CH:14][N:13]=[CH:12][C:11]=2[N+:16]([O-:18])=[O:17])[CH2:3]1.O.O.O.O.O.O.O.[Cl-].[Ce+3].[Cl-].[Cl-].[BH4-].[Na+]. The catalyst is CO. The product is [CH3:1][C@@H:2]1[C:7](=[CH2:8])[C@H:6]([OH:9])[CH:5]=[C:4]([C:10]2[CH:15]=[CH:14][N:13]=[CH:12][C:11]=2[N+:16]([O-:18])=[O:17])[CH2:3]1. The yield is 0.500.